This data is from Reaction yield outcomes from USPTO patents with 853,638 reactions. The task is: Predict the reaction yield, written as a fraction of the theoretical maximum amount of product (1.0 means a 100% yield; for example, 0.34 means a 34% yield). (1) The reactants are [CH2:1]([NH:4][C:5]1[S:6][C:7]2[CH:13]=[C:12]([O:14][C:15]([F:18])([F:17])[F:16])[CH:11]=[CH:10][C:8]=2[N:9]=1)[C:2]#[CH:3].Cl[CH2:20][CH2:21][S:22][CH3:23]. No catalyst specified. The product is [CH3:23][S:22][CH2:21][CH2:20][N:4]([CH2:1][C:2]#[CH:3])[C:5]1[S:6][C:7]2[CH:13]=[C:12]([O:14][C:15]([F:18])([F:17])[F:16])[CH:11]=[CH:10][C:8]=2[N:9]=1. The yield is 0.360. (2) The reactants are [CH2:1]([N:3]1C=CC(=O)C(OCC2C=CC=CC=2)=C1COC)C.[CH2:21]([O:23][CH2:24][C:25]1O[C:27]([CH3:40])=[CH:28][C:29](=[O:39])[C:30]=1[O:31][CH2:32][C:33]1[CH:38]=[CH:37][CH:36]=[CH:35][CH:34]=1)[CH3:22].CN. No catalyst specified. The product is [CH3:1][N:3]1[C:27]([CH3:40])=[CH:28][C:29](=[O:39])[C:30]([O:31][CH2:32][C:33]2[CH:38]=[CH:37][CH:36]=[CH:35][CH:34]=2)=[C:25]1[CH2:24][O:23][CH2:21][CH3:22]. The yield is 0.611. (3) The reactants are [BH4-].[Na+].[CH3:3][O:4][CH:5]([O:18][CH3:19])[CH2:6][CH2:7][O:8][C:9]1[CH:14]=[CH:13][C:12]([N+:15]([O-])=O)=[CH:11][CH:10]=1. The catalyst is C(O)C.O.[Cu]Cl. The product is [CH3:19][O:18][CH:5]([O:4][CH3:3])[CH2:6][CH2:7][O:8][C:9]1[CH:14]=[CH:13][C:12]([NH2:15])=[CH:11][CH:10]=1. The yield is 0.750. (4) The reactants are [CH3:1][O:2][CH2:3][CH2:4][O:5][N:6]([CH3:21])[C:7]1[N:12]=[C:11]([NH:13][CH2:14][CH2:15][CH3:16])[N:10]=[C:9]([NH:17][CH2:18][C:19]#[CH:20])[N:8]=1.[ClH:22].C(OCC)C.Cl.C(ONC1N=C(NCCC)N=C(NCC#C)N=1)(C)(C)C. No catalyst specified. The product is [ClH:22].[CH3:1][O:2][CH2:3][CH2:4][O:5][N:6]([CH3:21])[C:7]1[N:8]=[C:9]([NH:17][CH2:18][CH2:19][CH3:20])[N:10]=[C:11]([NH:13][CH2:14][C:15]#[CH:16])[N:12]=1. The yield is 1.00. (5) The reactants are [Cl:1][S:2]([CH2:5][CH2:6][CH2:7][NH:8][C:9](=[O:11])[CH3:10])(=[O:4])=[O:3].[OH:12][CH2:13][C:14]([CH3:26])([CH3:25])[C:15]([O:17][CH2:18][C:19]1[CH:20]=[N:21][CH:22]=[CH:23][CH:24]=1)=[O:16].C(N(CC)CC)C. The catalyst is ClCCl.CN(C1C=CN=CC=1)C. The product is [ClH:1].[C:9]([NH:8][CH2:7][CH2:6][CH2:5][S:2]([O:12][CH2:13][C:14]([CH3:26])([CH3:25])[C:15]([O:17][CH2:18][C:19]1[CH:20]=[N:21][CH:22]=[CH:23][CH:24]=1)=[O:16])(=[O:4])=[O:3])(=[O:11])[CH3:10]. The yield is 0.470.